From a dataset of Experimentally validated miRNA-target interactions with 360,000+ pairs, plus equal number of negative samples. Binary Classification. Given a miRNA mature sequence and a target amino acid sequence, predict their likelihood of interaction. (1) The miRNA is hsa-miR-4258 with sequence CCCCGCCACCGCCUUGG. The protein sequence of the target gene is MSALCDPPGAPGPPGPAPATHGPAPLSAQELSQEIKAFLTGVDPILGHQLSAREHARCGLLLLRSLPPARAAVLDHLRGVFDESVRAHLAALDETPVAGPPHLRPPPPSHVPAGGPGLEDVVQEVQQVLSEFIRANPKAWAPVISAWSIDLMGQLSSTYSGQHQRVPHATGALNELLQLWMGCRATRTLMDIYVQCLSALIGSCPDACVDALLDTSVQHSPHFDWVVAHIGSSFPGTIISRVLSCGLKDFCVHGGAGGGAGSSGGSSSQTPSTDPFPGSPAIPAEKRVPKIASVVGILGH.... Result: 0 (no interaction). (2) The miRNA is hsa-miR-6833-3p with sequence UUUCUCUCUCCACUUCCUCAG. The protein sequence of the target gene is MAVRWTWAGKSCLLLALLTLAYILVEFSVSTLYASPGAGGARELGPRRLPDLDTREEDLSQPLYIKPPADSHALGEWGRASKLQLNEGELKQQEELIERYAINIYLSDRISLHRHIEDKRMYECKAKKFHYRSLPTTSVIIAFYNEAWSTLLRTIHSVLETSPAVLLKEIILVDDLSDRIYLKAQLETYISNLERVRLIRTNKREGLVRARLIGATFATGDVLTFLDCHCECNTGWLEPLLERISRDETAIVCPVIDTIDWNTFEFYMQTGEPMIGGFDWRLTFQWHSVPKHERDRRTSR.... Result: 0 (no interaction).